This data is from Forward reaction prediction with 1.9M reactions from USPTO patents (1976-2016). The task is: Predict the product of the given reaction. (1) Given the reactants [Cl:1][C:2]1[CH:3]=[CH:4][C:5]([O:18][CH3:19])=[C:6]([C:8]2[N:9]=[C:10]([CH:14]=[C:15]([CH3:17])[CH3:16])[S:11][C:12]=2[NH2:13])[CH:7]=1.[N:20]1[N:24]2[CH:25]=[CH:26][CH:27]=[N:28][C:23]2=[C:22]([C:29](Cl)=[O:30])[CH:21]=1, predict the reaction product. The product is: [Cl:1][C:2]1[CH:3]=[CH:4][C:5]([O:18][CH3:19])=[C:6]([C:8]2[N:9]=[C:10]([CH:14]=[C:15]([CH3:16])[CH3:17])[S:11][C:12]=2[NH:13][C:29]([C:22]2[CH:21]=[N:20][N:24]3[CH:25]=[CH:26][CH:27]=[N:28][C:23]=23)=[O:30])[CH:7]=1. (2) Given the reactants [CH3:1][O:2][C:3](=[O:24])[C:4]1[CH:9]=[CH:8][C:7]([C:10]#[N:11])=[N:6][C:5]=1[NH:12][C:13]1[CH:18]=[CH:17][C:16]([Si:19]([CH3:22])([CH3:21])[CH3:20])=[CH:15][C:14]=1[F:23].[BH4-].[Na+], predict the reaction product. The product is: [CH3:1][O:2][C:3](=[O:24])[C:4]1[CH:9]=[CH:8][C:7]([CH2:10][NH2:11])=[N:6][C:5]=1[NH:12][C:13]1[CH:18]=[CH:17][C:16]([Si:19]([CH3:21])([CH3:20])[CH3:22])=[CH:15][C:14]=1[F:23]. (3) Given the reactants C(OC([N:8]1[C@H:13]2[CH2:14][CH2:15][C@:10]([CH2:16][CH2:17][N:18]3[CH2:23][CH2:22][C@H:21]([O:24]C(=O)C(C)(C)C)[C@@H:20]([CH3:31])[CH2:19]3)([CH:11]=[CH:12]2)[O:9]1)=O)(C)(C)C.[ClH:32], predict the reaction product. The product is: [ClH:32].[CH3:31][C@@H:20]1[C@@H:21]([OH:24])[CH2:22][CH2:23][N:18]([CH2:17][CH2:16][C:10]23[CH2:15][CH2:14][CH:13]([CH2:12][CH2:11]2)[NH:8][O:9]3)[CH2:19]1. (4) Given the reactants [CH3:1][C:2]1[CH:3]=[C:4]([CH3:14])[C:5]2[C:6]([C:10]=1[N+:11]([O-])=O)=[N:7][S:8][N:9]=2.S(S([O-])=O)([O-])=O.[Na+].[Na+], predict the reaction product. The product is: [CH3:1][C:2]1[CH:3]=[C:4]([CH3:14])[C:5]2[C:6]([C:10]=1[NH2:11])=[N:7][S:8][N:9]=2.